Dataset: Reaction yield outcomes from USPTO patents with 853,638 reactions. Task: Predict the reaction yield, written as a fraction of the theoretical maximum amount of product (1.0 means a 100% yield; for example, 0.34 means a 34% yield). (1) The reactants are [CH:1]([C:3]1[CH:11]=[CH:10][CH:9]=[CH:8][C:4]=1[C:5]([OH:7])=[O:6])=[O:2].[CH3:12][C:13](=[CH:15][CH2:16][CH2:17]/[C:18](=[CH:20]/[CH2:21]O)/[CH3:19])[CH3:14].C1CCC(N=C=NC2CCCCC2)CC1. The catalyst is CN(C1C=CN=CC=1)C.ClCCl. The product is [CH:1]([C:3]1[CH:11]=[CH:10][CH:9]=[CH:8][C:4]=1[C:5]([O:7][CH2:21]/[CH:20]=[C:18](\[CH3:19])/[CH2:17][CH2:16][CH:15]=[C:13]([CH3:14])[CH3:12])=[O:6])=[O:2]. The yield is 0.220. (2) The reactants are [C:1]([O:4][C@H:5]([CH3:38])[CH2:6][CH2:7][CH2:8][CH2:9][N:10]1[C:19](=[O:20])[C:18]2[N:17](CC3C=CC=CC=3)[C:16]([CH2:28][NH:29][O:30][C:31](=[O:36])[C:32]([F:35])([F:34])[F:33])=[N:15][C:14]=2[N:13]([CH3:37])[C:11]1=[O:12])(=[O:3])[CH3:2].[H][H]. The catalyst is [Pd].C(O)(=O)C. The product is [C:1]([O:4][C@H:5]([CH3:38])[CH2:6][CH2:7][CH2:8][CH2:9][N:10]1[C:19](=[O:20])[C:18]2[NH:17][C:16]([CH2:28][NH:29][O:30][C:31](=[O:36])[C:32]([F:35])([F:33])[F:34])=[N:15][C:14]=2[N:13]([CH3:37])[C:11]1=[O:12])(=[O:3])[CH3:2]. The yield is 0.850. (3) The reactants are [S:1]1[C:5]2[CH:6]=[CH:7][CH:8]=[CH:9][C:4]=2[N:3]=[C:2]1[C:10]1[N:14]2[CH2:15][CH2:16][NH:17][CH2:18][C:13]2=[N:12][N:11]=1.[C:19]([O:24][C@@H:25]([C:27]1[N:32]=[C:31](Cl)[CH:30]=[CH:29][N:28]=1)[CH3:26])(=[O:23])[CH2:20][CH2:21][CH3:22].C(N(CC)CC)C. The yield is 0.760. The catalyst is C(O)CCC. The product is [C:19]([O:24][C@@H:25]([C:27]1[N:28]=[C:29]([N:17]2[CH2:16][CH2:15][N:14]3[C:10]([C:2]4[S:1][C:5]5[CH:6]=[CH:7][CH:8]=[CH:9][C:4]=5[N:3]=4)=[N:11][N:12]=[C:13]3[CH2:18]2)[CH:30]=[CH:31][N:32]=1)[CH3:26])(=[O:23])[CH2:20][CH2:21][CH3:22]. (4) The reactants are Br[C:2]1[CH:3]=[N:4][C:5]([Cl:8])=[N:6][CH:7]=1.[C:9]([O:13][CH2:14][CH3:15])(=[O:12])[CH:10]=[CH2:11].C1(C)C=CC=CC=1P(C1C=CC=CC=1C)C1C=CC=CC=1C. The catalyst is CN(C=O)C.C(N(C(C)C)CC)(C)C.[Cl-].[Na+].O.C([O-])(=O)C.[Pd+2].C([O-])(=O)C. The product is [Cl:8][C:5]1[N:4]=[CH:3][C:2](/[CH:11]=[CH:10]/[C:9]([O:13][CH2:14][CH3:15])=[O:12])=[CH:7][N:6]=1. The yield is 0.730. (5) The reactants are O.[Na].[CH3:3][O:4][C:5]1[CH:25]=[CH:24][C:8]([CH2:9][N:10]2[CH2:19][CH2:18][C:17]3[C:12](=[CH:13][CH:14]=[C:15]([CH2:20][C:21]#[N:22])[CH:16]=3)[C:11]2=[O:23])=[CH:7][CH:6]=1.Br[CH2:27][CH2:28]Br.C(OC(=O)C)C. The catalyst is CN(C=O)C. The product is [CH3:3][O:4][C:5]1[CH:25]=[CH:24][C:8]([CH2:9][N:10]2[CH2:19][CH2:18][C:17]3[C:12](=[CH:13][CH:14]=[C:15]([C:20]4([C:21]#[N:22])[CH2:28][CH2:27]4)[CH:16]=3)[C:11]2=[O:23])=[CH:7][CH:6]=1. The yield is 0.770.